Dataset: Forward reaction prediction with 1.9M reactions from USPTO patents (1976-2016). Task: Predict the product of the given reaction. (1) Given the reactants [F:1][C:2]([F:7])([F:6])[C:3]([OH:5])=[O:4].[C:8]([C:11]1[CH:16]=[CH:15][C:14]([NH:17][CH:18]([C:22]2[CH:27]=[CH:26][C:25]([O:28][CH:29]([CH3:31])[CH3:30])=[C:24]([O:32][CH3:33])[CH:23]=2)[C:19](O)=[O:20])=[CH:13][CH:12]=1)(=[NH:10])[NH2:9].O.ON1C2C=CC=CC=2N=N1.Cl.C(N=C=NCCCN(C)C)C.[C:57]([NH:65][NH2:66])(=[O:64])[C:58]1[CH:63]=[CH:62][N:61]=[CH:60][CH:59]=1, predict the reaction product. The product is: [F:1][C:2]([F:7])([F:6])[C:3]([OH:5])=[O:4].[CH:29]([O:28][C:25]1[CH:26]=[CH:27][C:22]([CH:18]([NH:17][C:14]2[CH:13]=[CH:12][C:11]([C:8]([NH2:9])=[NH:10])=[CH:16][CH:15]=2)[C:19](=[O:20])[NH:66][NH:65][C:57]([C:58]2[CH:63]=[CH:62][N:61]=[CH:60][CH:59]=2)=[O:64])=[CH:23][C:24]=1[O:32][CH3:33])([CH3:30])[CH3:31]. (2) The product is: [NH2:34][C:35]1[C:44]2=[CH:45][N:46]([CH:48]3[O:49][CH:50]([C:56]([CH3:64])([CH3:63])[O:57][SiH2:58][C:59]([CH3:60])([CH3:62])[CH3:61])[CH:51]([O:32][C:31](=[O:33])[CH2:30][CH2:29][N:23]4[CH2:28][CH2:27][O:26][CH2:25][CH2:24]4)[C:52]3([OH:54])[CH3:53])[N:47]=[C:42]3[C:43]2=[C:37]([C:38](=[O:65])[NH:39][N:40]=[CH:41]3)[CH:36]=1. Given the reactants C1CCC(N=C=NC2CCCCC2)CC1.N1C=CC=CC=1.Cl.[N:23]1([CH2:29][CH2:30][C:31]([OH:33])=[O:32])[CH2:28][CH2:27][O:26][CH2:25][CH2:24]1.[NH2:34][C:35]1[C:44]2=[CH:45][N:46]([CH:48]3[C:52]([OH:54])([CH3:53])[CH:51](O)[CH:50]([C:56]([CH3:64])([CH3:63])[O:57][SiH2:58][C:59]([CH3:62])([CH3:61])[CH3:60])[O:49]3)[N:47]=[C:42]3[C:43]2=[C:37]([C:38](=[O:65])[NH:39][N:40]=[CH:41]3)[CH:36]=1, predict the reaction product.